This data is from TCR-epitope binding with 47,182 pairs between 192 epitopes and 23,139 TCRs. The task is: Binary Classification. Given a T-cell receptor sequence (or CDR3 region) and an epitope sequence, predict whether binding occurs between them. Result: 0 (the TCR does not bind to the epitope). The TCR CDR3 sequence is CASSWTGNEQFF. The epitope is SSTFNVPMEKLK.